From a dataset of Reaction yield outcomes from USPTO patents with 853,638 reactions. Predict the reaction yield, written as a fraction of the theoretical maximum amount of product (1.0 means a 100% yield; for example, 0.34 means a 34% yield). The product is [Br:1][C:2]1[CH:18]=[CH:17][C:5]([O:6][C:7]2[CH:14]=[CH:13][C:10]([C:11]#[N:12])=[CH:9][C:8]=2[CH2:15][OH:16])=[CH:4][C:3]=1[CH2:19][O:20][CH:21]1[CH2:26][CH2:25][CH2:24][CH2:23][O:22]1. The yield is 1.00. The reactants are [Br:1][C:2]1[CH:18]=[CH:17][C:5]([O:6][C:7]2[CH:14]=[CH:13][C:10]([C:11]#[N:12])=[CH:9][C:8]=2[CH:15]=[O:16])=[CH:4][C:3]=1[CH2:19][O:20][CH:21]1[CH2:26][CH2:25][CH2:24][CH2:23][O:22]1.[BH4-].[Na+]. The catalyst is CO.